From a dataset of Experimental lipophilicity measurements (octanol/water distribution) for 4,200 compounds from AstraZeneca. Regression/Classification. Given a drug SMILES string, predict its absorption, distribution, metabolism, or excretion properties. Task type varies by dataset: regression for continuous measurements (e.g., permeability, clearance, half-life) or binary classification for categorical outcomes (e.g., BBB penetration, CYP inhibition). For this dataset (lipophilicity_astrazeneca), we predict Y. (1) The molecule is Oc1ccc(-c2ccc3cc(O)ccc3c2)cc1. The Y is 4.00 logD. (2) The drug is Nc1ncnc2oc(-c3ccoc3)c(-c3ccco3)c12. The Y is 3.10 logD. (3) The Y is 1.33 logD. The molecule is CCN(CC)CCOCCOC(=O)C1(c2ccccc2)CCCC1. (4) The compound is COc1cc2ncnc(Nc3ccc(OCc4ccccn4)c(C)c3)c2cc1OC. The Y is 3.60 logD.